Dataset: Catalyst prediction with 721,799 reactions and 888 catalyst types from USPTO. Task: Predict which catalyst facilitates the given reaction. (1) Reactant: [F:1][C:2]([F:25])([F:24])[C:3]1[CH:23]=[CH:22][C:6]([CH2:7][O:8][C:9]2[C:18]3[C:13](=[CH:14][CH:15]=[CH:16][CH:17]=3)[CH:12]=[CH:11][C:10]=2[C:19](O)=[O:20])=[CH:5][CH:4]=1.ON1C2C=CC=CC=2N=N1.Cl.C(N=C=NCCCN(C)C)C.C(N(CC)C(C)C)(C)C.Cl.[CH3:58][O:59][C:60]([C:62]1([NH2:67])[CH2:66][CH:65]=[CH:64][CH2:63]1)=[O:61]. Product: [CH3:58][O:59][C:60]([C:62]1([NH:67][C:19]([C:10]2[CH:11]=[CH:12][C:13]3[C:18](=[CH:17][CH:16]=[CH:15][CH:14]=3)[C:9]=2[O:8][CH2:7][C:6]2[CH:22]=[CH:23][C:3]([C:2]([F:1])([F:25])[F:24])=[CH:4][CH:5]=2)=[O:20])[CH2:66][CH:65]=[CH:64][CH2:63]1)=[O:61]. The catalyst class is: 3. (2) Reactant: [F:1][C:2]1[C:24]([S:25][CH:26]2[CH2:31][CH2:30][N:29]([CH:32]([CH3:34])[CH3:33])[CH2:28][CH2:27]2)=[CH:23][C:5]2[C:6]3[N:7]([CH:11]=[C:12]([C:14]4[N:18]([CH:19]([CH3:21])[CH3:20])[N:17]=[C:16]([CH3:22])[N:15]=4)[N:13]=3)[CH2:8][CH2:9][O:10][C:4]=2[CH:3]=1.C(O)(C(F)(F)F)=[O:36].C1C=C(Cl)C=C(C(OO)=O)C=1. Product: [F:1][C:2]1[C:24]([S:25]([CH:26]2[CH2:27][CH2:28][N:29]([CH:32]([CH3:34])[CH3:33])[CH2:30][CH2:31]2)=[O:36])=[CH:23][C:5]2[C:6]3[N:7]([CH:11]=[C:12]([C:14]4[N:18]([CH:19]([CH3:20])[CH3:21])[N:17]=[C:16]([CH3:22])[N:15]=4)[N:13]=3)[CH2:8][CH2:9][O:10][C:4]=2[CH:3]=1. The catalyst class is: 2.